Dataset: Reaction yield outcomes from USPTO patents with 853,638 reactions. Task: Predict the reaction yield, written as a fraction of the theoretical maximum amount of product (1.0 means a 100% yield; for example, 0.34 means a 34% yield). (1) The reactants are O1CCCCC1[N:7]1[C:15]2[C:10](=[CH:11][C:12]([C:16]#[N:17])=[CH:13][CH:14]=2)[C:9]([CH2:18][CH2:19][C:20]2[CH:25]=[CH:24][CH:23]=[CH:22][CH:21]=2)=[N:8]1.[N:26]([Sn](CCCC)(CCCC)CCCC)=[N+:27]=[N-:28]. The catalyst is C1(C)C=CC=CC=1. The product is [C:20]1([CH2:19][CH2:18][C:9]2[C:10]3[C:15](=[CH:14][CH:13]=[C:12]([C:16]4[N:17]=[N:26][NH:27][N:28]=4)[CH:11]=3)[NH:7][N:8]=2)[CH:25]=[CH:24][CH:23]=[CH:22][CH:21]=1. The yield is 0.370. (2) The reactants are O[C@@H:2]1[CH2:6][N:5]([C:7](OC(C)(C)C)=O)[C@H:4]([C:14](OC)=O)[CH2:3]1.[C:18]1(P(C2C=CC=CC=2)C2C=CC=CC=2)C=CC=CC=1.[N:37]([C:45](OC(C)C)=O)=NC(OC(C)C)=O. The catalyst is C1COCC1. The product is [N:37]1[C:3]2[C:4](=[CH:14][CH:18]=[CH:6][CH:2]=2)[N:5]=[CH:7][CH:45]=1. The yield is 0.810. (3) The reactants are [C:1]1([P:7]([C:14]2[CH:19]=[CH:18][CH:17]=[CH:16][CH:15]=2)[C:8]2[CH:13]=[CH:12][CH:11]=[CH:10][CH:9]=2)[CH:6]=[CH:5][CH:4]=[CH:3][CH:2]=1.BrCC1C=CC2C(=CC=CC=2)C=1.BrC1C=CC(C=[O:38])=CC=1.C([O-])([O-])=O.[K+].[K+]. The catalyst is C1(C)C=CC=CC=1.CCCCCC. The product is [C:14]1([P:7](=[O:38])([C:1]2[CH:2]=[CH:3][CH:4]=[CH:5][CH:6]=2)[C:8]2[CH:13]=[CH:12][CH:11]=[CH:10][CH:9]=2)[CH:15]=[CH:16][CH:17]=[CH:18][CH:19]=1. The yield is 0.920. (4) The reactants are Br[C:2]1[N:7]2[N:8]=[C:9]([NH:11][C:12]3[CH:19]=[CH:18][C:15]([C:16]#[N:17])=[CH:14][CH:13]=3)[N:10]=[C:6]2[CH:5]=[CH:4][CH:3]=1.[NH2:20][C@@H:21]1[CH2:26][CH2:25][C@H:24]([NH:27][C:28](=[O:34])[O:29][C:30]([CH3:33])([CH3:32])[CH3:31])[CH2:23][CH2:22]1.C(=O)([O-])[O-].[Cs+].[Cs+].C1(P(C2C=CC=CC=2)C2C3OC4C(=CC=CC=4P(C4C=CC=CC=4)C4C=CC=CC=4)C(C)(C)C=3C=CC=2)C=CC=CC=1. The catalyst is O1CCOCC1.[Cl-].[Na+].O. The product is [C:16]([C:15]1[CH:18]=[CH:19][C:12]([NH:11][C:9]2[N:10]=[C:6]3[CH:5]=[CH:4][CH:3]=[C:2]([NH:20][C@@H:21]4[CH2:26][CH2:25][C@H:24]([NH:27][C:28](=[O:34])[O:29][C:30]([CH3:32])([CH3:31])[CH3:33])[CH2:23][CH2:22]4)[N:7]3[N:8]=2)=[CH:13][CH:14]=1)#[N:17]. The yield is 0.290. (5) The reactants are [CH3:1][C:2]1([CH3:14])[CH2:7][CH2:6][CH2:5][C:4](=[O:8])[CH:3]1[C:9]([O:11][CH2:12][CH3:13])=[O:10].[BH4-].[Na+]. The catalyst is CO. The product is [OH:8][CH:4]1[CH:3]([C:9]([O:11][CH2:12][CH3:13])=[O:10])[C:2]([CH3:1])([CH3:14])[CH2:7][CH2:6][CH2:5]1. The yield is 0.570. (6) The yield is 1.00. The reactants are [CH3:1][NH:2][C:3](=[O:13])[C:4]1[CH:9]=[CH:8][N:7]=[CH:6][C:5]=1[N+:10]([O-])=O.[H][H]. The catalyst is CO.[Pd]. The product is [NH2:10][C:5]1[CH:6]=[N:7][CH:8]=[CH:9][C:4]=1[C:3]([NH:2][CH3:1])=[O:13].